This data is from NCI-60 drug combinations with 297,098 pairs across 59 cell lines. The task is: Regression. Given two drug SMILES strings and cell line genomic features, predict the synergy score measuring deviation from expected non-interaction effect. (1) Drug 1: C1C(C(OC1N2C=NC3=C2NC=NCC3O)CO)O. Drug 2: C1CCC(C(C1)N)N.C(=O)(C(=O)[O-])[O-].[Pt+4]. Cell line: SNB-19. Synergy scores: CSS=18.5, Synergy_ZIP=6.24, Synergy_Bliss=12.2, Synergy_Loewe=11.0, Synergy_HSA=10.6. (2) Synergy scores: CSS=5.08, Synergy_ZIP=-1.92, Synergy_Bliss=-2.59, Synergy_Loewe=-3.07, Synergy_HSA=-3.35. Drug 1: C1CCC(C1)C(CC#N)N2C=C(C=N2)C3=C4C=CNC4=NC=N3. Cell line: MDA-MB-231. Drug 2: CC1=CC=C(C=C1)C2=CC(=NN2C3=CC=C(C=C3)S(=O)(=O)N)C(F)(F)F. (3) Drug 1: C1=CC(=CC=C1CC(C(=O)O)N)N(CCCl)CCCl.Cl. Drug 2: C(CCl)NC(=O)N(CCCl)N=O. Cell line: MALME-3M. Synergy scores: CSS=13.9, Synergy_ZIP=-2.44, Synergy_Bliss=4.08, Synergy_Loewe=-2.74, Synergy_HSA=0.792.